This data is from Reaction yield outcomes from USPTO patents with 853,638 reactions. The task is: Predict the reaction yield, written as a fraction of the theoretical maximum amount of product (1.0 means a 100% yield; for example, 0.34 means a 34% yield). (1) The reactants are Cl[C:2]1[N:7]=[C:6]([NH:8]C2C=CC3OC(=O)NC=3C=2)[C:5]([CH3:19])=[CH:4][N:3]=1.Cl.CS(C1C=C([NH2:31])C=CC=1)(=O)=O.C(O)(C(F)(F)F)=O. The catalyst is CC(O)C. The product is [CH3:19][C:5]1[C:6]([NH2:8])=[N:7][C:2]([NH2:31])=[N:3][CH:4]=1. The yield is 0.490. (2) The reactants are C[O:2][C:3]1[CH:4]=[C:5]2[C:9](=[C:10]([CH3:12])[CH:11]=1)[N:8]([CH2:13][CH2:14][C:15]1[CH:20]=[CH:19][CH:18]=[CH:17][CH:16]=1)[CH:7]=[C:6]2[CH:21]1[CH2:26][CH2:25][N:24]([CH3:27])[CH2:23][CH2:22]1.Cl.N1C=CC=CC=1. No catalyst specified. The product is [CH3:12][C:10]1[CH:11]=[C:3]([OH:2])[CH:4]=[C:5]2[C:9]=1[N:8]([CH2:13][CH2:14][C:15]1[CH:20]=[CH:19][CH:18]=[CH:17][CH:16]=1)[CH:7]=[C:6]2[CH:21]1[CH2:22][CH2:23][N:24]([CH3:27])[CH2:25][CH2:26]1. The yield is 0.520. (3) The reactants are [CH2:1]([N:3]1[C:7]2[CH:8]=[C:9]([C:12]([F:15])([F:14])[F:13])[CH:10]=[CH:11][C:6]=2[N:5]=[C:4]1[C@H:16]([NH:18]C(=O)OC(C)(C)C)[CH3:17])[CH3:2].Cl.O1CCOCC1.CCN(CC)CC.[CH3:40][N:41]1[CH:45]=[CH:44][CH:43]=[C:42]1[S:46]([O-:48])=[O:47].[Li+].ClN1C(=O)CCC1=O. The catalyst is O.C(Cl)Cl. The product is [CH2:1]([N:3]1[C:7]2[CH:8]=[C:9]([C:12]([F:13])([F:14])[F:15])[CH:10]=[CH:11][C:6]=2[N:5]=[C:4]1[C@H:16]([NH:18][S:46]([C:42]1[N:41]([CH3:40])[CH:45]=[CH:44][CH:43]=1)(=[O:48])=[O:47])[CH3:17])[CH3:2]. The yield is 0.0900. (4) The reactants are [Br:1][C:2]1[C:6]2=[CH:7][C:8]([Cl:30])=[C:9]3[C:14]([C:13](=[O:15])[O:12][C:11]([C:16]4[N:17]([C:23]5[C:28]([Cl:29])=[CH:27][CH:26]=[CH:25][N:24]=5)[N:18]=[C:19]([O:21][CH3:22])[CH:20]=4)=[N:10]3)=[C:5]2[NH:4][N:3]=1.C(#N)C.O.[CH:35]([NH2:38])([CH3:37])[CH3:36]. The catalyst is [Cl-].[Na+].O. The product is [CH:35]([NH:38][C:13]([C:14]1[C:9]([NH:10][C:11]([C:16]2[N:17]([C:23]3[C:28]([Cl:29])=[CH:27][CH:26]=[CH:25][N:24]=3)[N:18]=[C:19]([O:21][CH3:22])[CH:20]=2)=[O:12])=[C:8]([Cl:30])[CH:7]=[C:6]2[C:5]=1[NH:4][N:3]=[C:2]2[Br:1])=[O:15])([CH3:37])[CH3:36]. The yield is 0.420.